From a dataset of Forward reaction prediction with 1.9M reactions from USPTO patents (1976-2016). Predict the product of the given reaction. (1) Given the reactants Cl[C:2]1[C:11]2[C:6](=[CH:7][N:8]=[CH:9][CH:10]=2)[CH:5]=[C:4]([C:12]2[CH:17]=[CH:16][N:15]=[C:14]([Cl:18])[CH:13]=2)[N:3]=1.Cl.[NH:20]1[CH2:23][CH:22]([C:24]([OH:26])=[O:25])[CH2:21]1.CCN(CC)CC.CS(C)=O, predict the reaction product. The product is: [Cl:18][C:14]1[CH:13]=[C:12]([C:4]2[N:3]=[C:2]([N:20]3[CH2:23][CH:22]([C:24]([OH:26])=[O:25])[CH2:21]3)[C:11]3[C:6]([CH:5]=2)=[CH:7][N:8]=[CH:9][CH:10]=3)[CH:17]=[CH:16][N:15]=1. (2) The product is: [CH:17]1([CH:23]([OH:32])[C:24]2[CH:25]=[CH:26][C:27]([C:28]#[N:29])=[CH:30][CH:31]=2)[CH2:18][CH2:19][CH2:20][CH2:21][CH2:22]1. Given the reactants Cl.C1(CC2C=CC(CN)=CC=2)CCCCC1.[CH:17]1([CH:23]([O:32]S(C)(=O)=O)[C:24]2[CH:31]=[CH:30][C:27]([C:28]#[N:29])=[CH:26][CH:25]=2)[CH2:22][CH2:21][CH2:20][CH2:19][CH2:18]1.[H-].[Al+3].[Li+].[H-].[H-].[H-].[OH-].[Na+], predict the reaction product. (3) Given the reactants [OH:1][C:2]1[CH:7]=[CH:6][C:5]([C:8]([N:10]2[CH2:15][CH2:14][C:13]3([O:20][C:19]4[CH:21]=[CH:22][CH:23]=[CH:24][C:18]=4[N:17]4[CH:25]=[CH:26][CH:27]=[C:16]34)[CH2:12][CH2:11]2)=[O:9])=[CH:4][C:3]=1[O:28][CH3:29].[I-].[Na+].C([O-])([O-])=O.[Cs+].[Cs+].Br[CH2:39][C:40]([O:42][CH3:43])=[O:41], predict the reaction product. The product is: [CH3:29][O:28][C:3]1[CH:4]=[C:5]([C:8]([N:10]2[CH2:11][CH2:12][C:13]3([O:20][C:19]4[CH:21]=[CH:22][CH:23]=[CH:24][C:18]=4[N:17]4[CH:25]=[CH:26][CH:27]=[C:16]34)[CH2:14][CH2:15]2)=[O:9])[CH:6]=[CH:7][C:2]=1[O:1][CH2:39][C:40]([O:42][CH3:43])=[O:41]. (4) Given the reactants C(OC(C1C=C(C2C=CC(C[Br:19])=CC=2)C=CC=1)=O)C.[CH2:20]([O:22][C:23]([C:25]1[CH:26]=[C:27]([C:31]2[CH:36]=[CH:35][CH:34]=[C:33]([CH3:37])[CH:32]=2)[CH:28]=[CH:29][CH:30]=1)=[O:24])[CH3:21].BrN1C(=O)CCC1=O.N(C(C)(C)C#N)=NC(C)(C)C#N, predict the reaction product. The product is: [CH2:20]([O:22][C:23]([C:25]1[CH:26]=[C:27]([C:31]2[CH:36]=[CH:35][CH:34]=[C:33]([CH2:37][Br:19])[CH:32]=2)[CH:28]=[CH:29][CH:30]=1)=[O:24])[CH3:21]. (5) Given the reactants [Cl:1][C:2]1[CH:7]=[CH:6][N:5]=[C:4]2[CH:8]=[C:9]([C:11]3[S:12][CH:13]=[C:14]([CH2:16]Cl)[N:15]=3)[S:10][C:3]=12.ClC(Cl)C.[NH:22]1[CH2:26][CH2:25][CH2:24][CH2:23]1, predict the reaction product. The product is: [Cl:1][C:2]1[CH:7]=[CH:6][N:5]=[C:4]2[CH:8]=[C:9]([C:11]3[S:12][CH:13]=[C:14]([CH2:16][N:22]4[CH2:26][CH2:25][CH2:24][CH2:23]4)[N:15]=3)[S:10][C:3]=12. (6) Given the reactants Cl[C:2]1[CH:3]=[CH:4][C:5]2[N:6]([C:8]([C@H:11]([C:13]3[CH:14]=[C:15]4[C:19](=[CH:20][C:21]=3[F:22])[N:18]([CH3:23])[N:17]=[CH:16]4)[CH3:12])=[CH:9][N:10]=2)[N:7]=1.[C:24]([N:27]1[CH2:32][CH2:31][NH:30][CH2:29][CH2:28]1)(=[O:26])[CH3:25], predict the reaction product. The product is: [F:22][C:21]1[CH:20]=[C:19]2[C:15]([CH:16]=[N:17][N:18]2[CH3:23])=[CH:14][C:13]=1[C@@H:11]([C:8]1[N:6]2[N:7]=[C:2]([N:30]3[CH2:31][CH2:32][N:27]([C:24](=[O:26])[CH3:25])[CH2:28][CH2:29]3)[CH:3]=[CH:4][C:5]2=[N:10][CH:9]=1)[CH3:12]. (7) Given the reactants C(OC([NH:8][C@H:9]([C:15]([OH:17])=[O:16])[CH2:10][Si:11]([CH3:14])([CH3:13])[CH3:12])=O)(C)(C)C.[CH3:18][Si]([Cl:22])(C)C, predict the reaction product. The product is: [ClH:22].[CH3:18][O:17][C:15](=[O:16])[C@H:9]([CH2:10][Si:11]([CH3:12])([CH3:13])[CH3:14])[NH2:8]. (8) Given the reactants [Cl:1][C:2]1[C:3]([C:19]#[C:20][C:21]([O:23][CH2:24][CH3:25])=[O:22])=[C:4]([C:8]2([C:14]([O:16][CH2:17][CH3:18])=[O:15])[CH2:13][CH2:12][O:11][CH2:10][CH2:9]2)[CH:5]=[CH:6][CH:7]=1.C([O-])(=[O:28])C.[Li+], predict the reaction product. The product is: [Cl:1][C:2]1[C:3](/[C:19](/[OH:28])=[CH:20]/[C:21]([O:23][CH2:24][CH3:25])=[O:22])=[C:4]([C:8]2([C:14]([O:16][CH2:17][CH3:18])=[O:15])[CH2:9][CH2:10][O:11][CH2:12][CH2:13]2)[CH:5]=[CH:6][CH:7]=1. (9) Given the reactants [F:1][C:2]1[CH:7]=[C:6]([C:8]([F:11])([F:10])[F:9])[CH:5]=[CH:4][C:3]=1[CH:12]=[CH:13][C:14]1[O:15][CH:16]=[C:17]([CH2:19][OH:20])[N:18]=1.Cl[C:22]1[N:23]=[N:24][C:25]([CH2:28][CH2:29][CH2:30][CH2:31][N:32]2[CH:36]=[N:35][CH:34]=[N:33]2)=[CH:26][CH:27]=1.CC(C)([O-])C.[Na+].[NH4+].[Cl-], predict the reaction product. The product is: [F:1][C:2]1[CH:7]=[C:6]([C:8]([F:9])([F:10])[F:11])[CH:5]=[CH:4][C:3]=1/[CH:12]=[CH:13]/[C:14]1[O:15][CH:16]=[C:17]([CH2:19][O:20][C:22]2[N:23]=[N:24][C:25]([CH2:28][CH2:29][CH2:30][CH2:31][N:32]3[CH:36]=[N:35][CH:34]=[N:33]3)=[CH:26][CH:27]=2)[N:18]=1.